This data is from Forward reaction prediction with 1.9M reactions from USPTO patents (1976-2016). The task is: Predict the product of the given reaction. (1) Given the reactants [CH2:1]([O:3][C:4]([C:6]1([C:19]([OH:21])=O)[CH2:11][CH2:10][N:9]([C:12]([O:14][C:15]([CH3:18])([CH3:17])[CH3:16])=[O:13])[CH2:8][CH2:7]1)=[O:5])[CH3:2].ON1C2C=CC=CC=2N=N1.[CH3:32][NH:33][CH3:34].CCN=C=NCCCN(C)C.Cl, predict the reaction product. The product is: [CH2:1]([O:3][C:4]([C:6]1([C:19](=[O:21])[N:33]([CH3:34])[CH3:32])[CH2:11][CH2:10][N:9]([C:12]([O:14][C:15]([CH3:18])([CH3:17])[CH3:16])=[O:13])[CH2:8][CH2:7]1)=[O:5])[CH3:2]. (2) Given the reactants [OH-].[Na+].[CH3:3][N:4]([CH2:14][C:15]1[CH:16]=[C:17]([C:21]2[O:25][C:24]([CH:26]=[CH:27][C:28]([O-:30])=[O:29])=[CH:23][CH:22]=2)[CH:18]=[CH:19][CH:20]=1)[C:5](=[O:13])[CH2:6][CH2:7][CH2:8][CH2:9][CH2:10][CH2:11][CH3:12].O1CCCC1.CO.O, predict the reaction product. The product is: [CH3:3][N:4]([CH2:14][C:15]1[CH:16]=[C:17]([C:21]2[O:25][C:24]([CH:26]=[CH:27][C:28]([OH:30])=[O:29])=[CH:23][CH:22]=2)[CH:18]=[CH:19][CH:20]=1)[C:5](=[O:13])[CH2:6][CH2:7][CH2:8][CH2:9][CH2:10][CH2:11][CH3:12]. (3) The product is: [Cl:35][C:6]1[N:10]=[C:9]([CH:11]2[CH2:16][CH:15]([C:17]3[CH:22]=[CH:21][C:20]([C:23]([F:26])([F:25])[F:24])=[CH:19][CH:18]=3)[CH2:14][N:13]([C:27]([N:29]3[CH2:34][CH2:33][O:32][CH2:31][CH2:30]3)=[O:28])[CH2:12]2)[O:8][N:7]=1. Given the reactants N([O-])=O.[Na+].N[C:6]1[N:10]=[C:9]([CH:11]2[CH2:16][CH:15]([C:17]3[CH:22]=[CH:21][C:20]([C:23]([F:26])([F:25])[F:24])=[CH:19][CH:18]=3)[CH2:14][N:13]([C:27]([N:29]3[CH2:34][CH2:33][O:32][CH2:31][CH2:30]3)=[O:28])[CH2:12]2)[O:8][N:7]=1.[ClH:35], predict the reaction product.